Dataset: Catalyst prediction with 721,799 reactions and 888 catalyst types from USPTO. Task: Predict which catalyst facilitates the given reaction. (1) Reactant: [F:1][C:2]1[CH:3]=[CH:4][C:5]2[N:9]=[C:8]([CH:10]([CH3:12])[CH3:11])[N:7]([C:13]3[C:21]4[O:20][CH2:19][C@@H:18]([N:22](C(=O)C(F)(F)F)[C:23]5[CH:36]=[CH:35][C:26]6[C@H:27]([CH2:30][C:31]([O:33]C)=[O:32])[CH2:28][O:29][C:25]=6[CH:24]=5)[C:17]=4[CH:16]=[CH:15][CH:14]=3)[C:6]=2[CH:43]=1.[OH-].[Na+].Cl. Product: [F:1][C:2]1[CH:3]=[CH:4][C:5]2[N:9]=[C:8]([CH:10]([CH3:12])[CH3:11])[N:7]([C:13]3[C:21]4[O:20][CH2:19][C@@H:18]([NH:22][C:23]5[CH:36]=[CH:35][C:26]6[C@H:27]([CH2:30][C:31]([OH:33])=[O:32])[CH2:28][O:29][C:25]=6[CH:24]=5)[C:17]=4[CH:16]=[CH:15][CH:14]=3)[C:6]=2[CH:43]=1. The catalyst class is: 193. (2) Reactant: [CH2:1]([C:4]1[CH:9]=[C:8]([O:10][C:11]([F:14])([F:13])[F:12])[CH:7]=[CH:6][C:5]=1[NH:15][C:16](=[O:19])[CH:17]=[CH2:18])C=C. Product: [F:14][C:11]([F:12])([F:13])[O:10][C:8]1[CH:7]=[CH:6][C:5]2[NH:15][C:16](=[O:19])[CH:17]=[CH:18][CH2:1][C:4]=2[CH:9]=1. The catalyst class is: 2. (3) Reactant: [CH3:1][O:2][C:3]1[CH:4]=[C:5]([CH:8]=[CH:9][C:10]=1[O:11][CH2:12][CH2:13][O:14][CH3:15])[CH:6]=O.[S:16]1[CH2:22][C:20](=[O:21])[NH:19][C:17]1=[S:18].CC([O-])=O.[Na+].CC(O)=O. Product: [CH3:1][O:2][C:3]1[CH:4]=[C:5]([CH:6]=[C:22]2[S:16][C:17](=[S:18])[NH:19][C:20]2=[O:21])[CH:8]=[CH:9][C:10]=1[O:11][CH2:12][CH2:13][O:14][CH3:15]. The catalyst class is: 6.